Dataset: Peptide-MHC class I binding affinity with 185,985 pairs from IEDB/IMGT. Task: Regression. Given a peptide amino acid sequence and an MHC pseudo amino acid sequence, predict their binding affinity value. This is MHC class I binding data. (1) The peptide sequence is GLIYTYSGL. The MHC is HLA-A02:01 with pseudo-sequence HLA-A02:01. The binding affinity (normalized) is 0.715. (2) The peptide sequence is GPCAGDFAF. The MHC is HLA-A24:02 with pseudo-sequence HLA-A24:02. The binding affinity (normalized) is 0. (3) The peptide sequence is AYMDRKSFK. The MHC is HLA-B15:01 with pseudo-sequence HLA-B15:01. The binding affinity (normalized) is 0.0847. (4) The peptide sequence is WVPGAVYAL. The MHC is Patr-B0101 with pseudo-sequence Patr-B0101. The binding affinity (normalized) is 0.0201. (5) The peptide sequence is MEEEKRWI. The MHC is Mamu-B01 with pseudo-sequence Mamu-B01. The binding affinity (normalized) is 0. (6) The peptide sequence is IPRLGGMAF. The MHC is HLA-B48:01 with pseudo-sequence HLA-B48:01. The binding affinity (normalized) is 0.0847. (7) The peptide sequence is KDGTLFYCY. The MHC is HLA-B27:03 with pseudo-sequence HLA-B27:03. The binding affinity (normalized) is 0.0847.